This data is from Forward reaction prediction with 1.9M reactions from USPTO patents (1976-2016). The task is: Predict the product of the given reaction. (1) The product is: [CH3:15][C:9]1[CH:8]=[N:7][C:6]2[O:5][CH2:4][C:3](=[O:2])[NH:12][C:11]=2[CH:10]=1. Given the reactants C[O:2][C:3](=O)[CH2:4][O:5][C:6]1[C:11]([N+:12]([O-])=O)=[CH:10][C:9]([CH3:15])=[CH:8][N:7]=1.[Sn](Cl)(Cl)(Cl)Cl.[OH-].[Na+], predict the reaction product. (2) Given the reactants [NH:1]1[CH2:6][CH2:5][NH:4][CH2:3][CH:2]1[CH2:7][CH2:8][OH:9].[CH:10]1[CH:15]=[CH:14][C:13]([CH2:16][O:17][C:18](Cl)=[O:19])=[CH:12][CH:11]=1, predict the reaction product. The product is: [OH:9][CH2:8][CH2:7][CH:2]1[CH2:3][N:4]([C:18]([O:17][CH2:16][C:13]2[CH:14]=[CH:15][CH:10]=[CH:11][CH:12]=2)=[O:19])[CH2:5][CH2:6][N:1]1[C:18]([O:17][CH2:16][C:13]1[CH:14]=[CH:15][CH:10]=[CH:11][CH:12]=1)=[O:19]. (3) Given the reactants Cl[C:2]1[CH2:7][CH2:6][CH2:5][CH2:4][CH:3]=1.[Na+].[SH2:9], predict the reaction product. The product is: [C:2]1([S:9][S:9][C:2]2[CH2:7][CH2:6][CH2:5][CH2:4][CH:3]=2)[CH2:7][CH2:6][CH2:5][CH2:4][CH:3]=1. (4) Given the reactants C([O:3][C:4](=[O:20])[CH:5]([O:18][CH3:19])[CH2:6][C:7]1[CH:12]=[CH:11][C:10]([O:13][CH2:14][CH2:15][CH2:16]Br)=[CH:9][CH:8]=1)C.[N:21]1([C:26]2[CH:31]=[CH:30][C:29]([OH:32])=[CH:28][CH:27]=2)[CH:25]=[CH:24][N:23]=[CH:22]1, predict the reaction product. The product is: [N:21]1([C:26]2[CH:31]=[CH:30][C:29]([O:32][CH2:16][CH2:15][CH2:14][O:13][C:10]3[CH:9]=[CH:8][C:7]([CH2:6][C@H:5]([O:18][CH3:19])[C:4]([OH:3])=[O:20])=[CH:12][CH:11]=3)=[CH:28][CH:27]=2)[CH:25]=[CH:24][N:23]=[CH:22]1. (5) Given the reactants [F:1][C:2]1[C:7]([NH:8][CH2:9][C:10]2[CH:15]=[C:14]([C:16]3[CH:21]=[CH:20][CH:19]=[C:18]([F:22])[CH:17]=3)[CH:13]=[CH:12][C:11]=2[CH3:23])=[C:6]([F:24])[CH:5]=[CH:4][C:3]=1[OH:25].C([O-])([O-])=O.[Cs+].[Cs+].Br[CH2:33][C:34]([O:36][CH2:37][CH3:38])=[O:35], predict the reaction product. The product is: [F:1][C:2]1[C:7]([NH:8][CH2:9][C:10]2[CH:15]=[C:14]([C:16]3[CH:21]=[CH:20][CH:19]=[C:18]([F:22])[CH:17]=3)[CH:13]=[CH:12][C:11]=2[CH3:23])=[C:6]([F:24])[CH:5]=[CH:4][C:3]=1[O:25][CH2:33][C:34]([O:36][CH2:37][CH3:38])=[O:35]. (6) Given the reactants Br[C:2]1[CH:3]=[C:4]2[C:8](=[CH:9][CH:10]=1)[NH:7][CH:6]=[CH:5]2.[C:11]([O:15][CH3:16])(=[O:14])[CH:12]=[CH2:13].C1(C)C=CC=CC=1P(C1C=CC=CC=1C)C1C=CC=CC=1C.C(N(CC)CC)C.[K+].[Br-], predict the reaction product. The product is: [CH3:16][O:15][C:11](=[O:14])[CH:12]=[CH:13][C:2]1[CH:3]=[C:4]2[C:8](=[CH:9][CH:10]=1)[NH:7][CH:6]=[CH:5]2. (7) The product is: [CH3:1][S:2]([CH2:5][C:6]1[CH:7]=[C:8]([NH2:12])[CH:9]=[CH:10][CH:11]=1)(=[O:3])=[O:4]. Given the reactants [CH3:1][S:2]([CH2:5][C:6]1[CH:11]=[CH:10][CH:9]=[C:8]([N+:12]([O-])=O)[CH:7]=1)(=[O:4])=[O:3], predict the reaction product.